Dataset: Full USPTO retrosynthesis dataset with 1.9M reactions from patents (1976-2016). Task: Predict the reactants needed to synthesize the given product. Given the product [CH3:14][N:12]([CH3:13])[S:9]([C:4]1[CH:5]=[CH:6][CH:7]=[CH:8][C:3]=1[CH2:2][C:15]1[C:23]2[C:22](=[O:24])[CH2:21][C:20]([CH3:25])([CH3:26])[CH2:19][C:18]=2[NH:17][C:16]=1[CH3:27])(=[O:11])=[O:10], predict the reactants needed to synthesize it. The reactants are: O[CH:2]([C:15]1[C:23]2[C:22](=[O:24])[CH2:21][C:20]([CH3:26])([CH3:25])[CH2:19][C:18]=2[NH:17][C:16]=1[CH3:27])[C:3]1[CH:8]=[CH:7][CH:6]=[CH:5][C:4]=1[S:9]([N:12]([CH3:14])[CH3:13])(=[O:11])=[O:10].FC(F)(F)S(O[Si](C)(C)C)(=O)=O.C([SiH](CC)CC)C.